Dataset: Forward reaction prediction with 1.9M reactions from USPTO patents (1976-2016). Task: Predict the product of the given reaction. Given the reactants [OH-].[Na+].[C:3]([C:7]1[C:12]([C:13]([O:15]CC)=[O:14])=[CH:11][N:10]=[C:9]([N:18]2[CH2:23][CH2:22][O:21][CH2:20][CH2:19]2)[N:8]=1)([CH3:6])([CH3:5])[CH3:4], predict the reaction product. The product is: [C:3]([C:7]1[C:12]([C:13]([OH:15])=[O:14])=[CH:11][N:10]=[C:9]([N:18]2[CH2:23][CH2:22][O:21][CH2:20][CH2:19]2)[N:8]=1)([CH3:6])([CH3:4])[CH3:5].